From a dataset of Full USPTO retrosynthesis dataset with 1.9M reactions from patents (1976-2016). Predict the reactants needed to synthesize the given product. Given the product [Cl:25][C:26]1[N:27]=[C:28]([C:33]([NH:1][C@H:2]2[CH2:7][CH2:6][N:5]([C:8]3[O:9][C:10]([CH3:20])=[C:11]([C:13]([O:15][CH2:16][CH2:17][CH2:18][CH3:19])=[O:14])[N:12]=3)[CH2:4][C@H:3]2[O:21][CH2:22][CH2:23][CH3:24])=[O:34])[NH:29][C:30]=1[CH2:31][CH3:32], predict the reactants needed to synthesize it. The reactants are: [NH2:1][C@H:2]1[CH2:7][CH2:6][N:5]([C:8]2[O:9][C:10]([CH3:20])=[C:11]([C:13]([O:15][CH2:16][CH2:17][CH2:18][CH3:19])=[O:14])[N:12]=2)[CH2:4][C@H:3]1[O:21][CH2:22][CH2:23][CH3:24].[Cl:25][C:26]1[N:27]=[C:28]([C:33](O)=[O:34])[NH:29][C:30]=1[CH2:31][CH3:32].CCN=C=NCCCN(C)C.Cl.C1C=CC2N(O)N=NC=2C=1.